From a dataset of Full USPTO retrosynthesis dataset with 1.9M reactions from patents (1976-2016). Predict the reactants needed to synthesize the given product. Given the product [C:1]([C:5]1[CH:6]=[CH:7][C:8]([NH:11][C:12]2[CH:17]=[CH:16][C:15]([O:18][C:19]3[C:28]4[C:23](=[CH:24][C:25]([O:31][CH2:32][CH:33]5[CH2:38][CH2:37][N:36]([CH2:46][CH2:47][CH3:48])[CH2:35][CH2:34]5)=[C:26]([O:29][CH3:30])[CH:27]=4)[N:22]=[CH:21][CH:20]=3)=[CH:14][CH:13]=2)=[CH:9][CH:10]=1)([CH3:4])([CH3:2])[CH3:3], predict the reactants needed to synthesize it. The reactants are: [C:1]([C:5]1[CH:10]=[CH:9][C:8]([NH:11][C:12]2[CH:17]=[CH:16][C:15]([O:18][C:19]3[C:28]4[C:23](=[CH:24][C:25]([O:31][CH2:32][CH:33]5[CH2:38][CH2:37][NH:36][CH2:35][CH2:34]5)=[C:26]([O:29][CH3:30])[CH:27]=4)[N:22]=[CH:21][CH:20]=3)=[CH:14][CH:13]=2)=[CH:7][CH:6]=1)([CH3:4])([CH3:3])[CH3:2].C(=O)([O-])[O-].[K+].[K+].Br[CH2:46][CH2:47][CH3:48].O.